From a dataset of Forward reaction prediction with 1.9M reactions from USPTO patents (1976-2016). Predict the product of the given reaction. (1) Given the reactants [CH2:1]([NH:8][CH2:9][CH2:10][C:11]1[CH:16]=[CH:15][C:14]([O:17][CH3:18])=[C:13]([O:19][CH3:20])[CH:12]=1)[C:2]1[CH:7]=[CH:6][CH:5]=[CH:4][CH:3]=1.[CH:21](=O)[CH3:22], predict the reaction product. The product is: [CH2:1]([N:8]([CH2:9][CH2:10][C:11]1[CH:16]=[CH:15][C:14]([O:17][CH3:18])=[C:13]([O:19][CH3:20])[CH:12]=1)[CH2:21][CH3:22])[C:2]1[CH:7]=[CH:6][CH:5]=[CH:4][CH:3]=1. (2) The product is: [CH:2]([C:3]1[CH:4]=[C:5]([CH:10]=[C:11]([C:13]([N:15]2[CH2:19][CH2:18][CH2:17][C@@H:16]2[C:20]2[S:21][CH:22]=[C:23]([CH3:25])[N:24]=2)=[O:14])[CH:12]=1)[C:6]([O:8][CH3:9])=[O:7])=[O:1]. Given the reactants [OH:1][CH2:2][C:3]1[CH:4]=[C:5]([CH:10]=[C:11]([C:13]([N:15]2[CH2:19][CH2:18][CH2:17][C@@H:16]2[C:20]2[S:21][CH:22]=[C:23]([CH3:25])[N:24]=2)=[O:14])[CH:12]=1)[C:6]([O:8][CH3:9])=[O:7].CC(OI1(OC(C)=O)(OC(C)=O)OC(=O)C2C=CC=CC1=2)=O.[O-]S([O-])(=S)=O.[Na+].[Na+].C([O-])(O)=O.[Na+], predict the reaction product.